From a dataset of Forward reaction prediction with 1.9M reactions from USPTO patents (1976-2016). Predict the product of the given reaction. (1) Given the reactants C(OC(=O)C)(=O)C.[CH:8]([OH:10])=O.[Br:11][C:12]1[N:17]=[C:16]([O:18][CH3:19])[C:15]([NH2:20])=[CH:14][CH:13]=1, predict the reaction product. The product is: [Br:11][C:12]1[N:17]=[C:16]([O:18][CH3:19])[C:15]([NH:20][CH:8]=[O:10])=[CH:14][CH:13]=1. (2) Given the reactants [Cl:1][C:2]1[CH:10]=[CH:9][C:8]2[NH:7][C:6]3[CH2:11][CH2:12][N:13]([CH3:15])[CH2:14][C:5]=3[C:4]=2[CH:3]=1.[OH-].[K+].[CH2:18]([C:20]1[CH:25]=[CH:24][C:23]([CH:26]=[CH2:27])=[CH:22][N:21]=1)[CH3:19], predict the reaction product. The product is: [Cl:1][C:2]1[CH:10]=[CH:9][C:8]2[N:7]([CH2:27][CH2:26][C:23]3[CH:22]=[N:21][C:20]([CH2:18][CH3:19])=[CH:25][CH:24]=3)[C:6]3[CH2:11][CH2:12][N:13]([CH3:15])[CH2:14][C:5]=3[C:4]=2[CH:3]=1.